Dataset: Catalyst prediction with 721,799 reactions and 888 catalyst types from USPTO. Task: Predict which catalyst facilitates the given reaction. (1) Reactant: [CH3:1][C:2]1([CH3:17])[CH2:7][CH2:6][CH:5]([NH:8][C:9]2[C:14](I)=[CH:13][N:12]=[C:11]([NH2:16])[N:10]=2)[CH2:4][CH2:3]1.[Cl:18][C:19]1[C:20]([O:28][CH3:29])=[N:21][CH:22]=[CH:23][C:24]=1B(O)O.N#N.C(=O)([O-])[O-].[Na+].[Na+].C([O-])(O)=O.[Na+]. Product: [Cl:18][C:19]1[C:20]([O:28][CH3:29])=[N:21][CH:22]=[CH:23][C:24]=1[C:14]1[C:9]([NH:8][CH:5]2[CH2:6][CH2:7][C:2]([CH3:17])([CH3:1])[CH2:3][CH2:4]2)=[N:10][C:11]([NH2:16])=[N:12][CH:13]=1. The catalyst class is: 658. (2) Reactant: [C:1]([Si:5]([CH:10]([CH3:12])[CH3:11])([CH:7]([CH3:9])[CH3:8])Cl)([CH3:4])([CH3:3])[CH3:2].C(C1C=C(C)C=C(C(C)(C)C)C=1O)(C)(C)C.C(N(CC)CC)C.[C:36]([OH:41])(=[O:40])[C:37]([CH3:39])=[CH2:38]. Product: [C:36]([O:41][Si:5]([C:1]([CH3:4])([CH3:3])[CH3:2])([CH:10]([CH3:12])[CH3:11])[CH:7]([CH3:9])[CH3:8])(=[O:40])[C:37]([CH3:39])=[CH2:38]. The catalyst class is: 11. (3) Reactant: [F:1][C:2]1[CH:9]=[CH:8][C:5]([CH2:6]Br)=[CH:4][CH:3]=1.[Cl-].[Li+].[C:12]([O:18][CH3:19])(=[O:17])[CH2:13][C:14]([CH3:16])=[O:15].C(N(C(C)C)CC)(C)C. Product: [F:1][C:2]1[CH:9]=[CH:8][C:5]([CH2:6][CH:13]([C:14]([CH3:16])=[O:15])[C:12]([O:18][CH3:19])=[O:17])=[CH:4][CH:3]=1. The catalyst class is: 7. (4) Product: [F:3][C:4]1[CH:9]=[C:8]([C:10]([OH:13])([CH3:11])[CH3:12])[CH:7]=[CH:6][C:5]=1[C:14]1[S:18][C:17]([NH:19][C:20]2[CH:25]=[CH:24][CH:23]=[C:22]([CH2:26][O:27][CH2:32][C:33]3[O:34][C:35]([CH3:38])=[N:36][N:37]=3)[N:21]=2)=[C:16]([C:28]([NH2:30])=[O:29])[CH:15]=1. Reactant: [H-].[Na+].[F:3][C:4]1[CH:9]=[C:8]([C:10]([OH:13])([CH3:12])[CH3:11])[CH:7]=[CH:6][C:5]=1[C:14]1[S:18][C:17]([NH:19][C:20]2[CH:25]=[CH:24][CH:23]=[C:22]([CH2:26][OH:27])[N:21]=2)=[C:16]([C:28]([NH2:30])=[O:29])[CH:15]=1.Cl[CH2:32][C:33]1[O:34][C:35]([CH3:38])=[N:36][N:37]=1. The catalyst class is: 3.